Dataset: Catalyst prediction with 721,799 reactions and 888 catalyst types from USPTO. Task: Predict which catalyst facilitates the given reaction. (1) Reactant: [Cl:1][C:2]1[NH:3][C:4]([Cl:11])=[C:5]2[C:9]([N:10]=1)=[N:8][CH:7]=[N:6]2.[C:12](=O)([O-])[O-].[K+].[K+].CI. Product: [Cl:1][C:2]1[N:10]=[C:9]2[C:5]([N:6]=[CH:7][N:8]2[CH3:12])=[C:4]([Cl:11])[N:3]=1. The catalyst class is: 16. (2) Reactant: [NH2:1][C:2]1[C:3]2[C:10]([C:11]3[CH:16]=[CH:15][C:14]([Cl:17])=[CH:13][CH:12]=3)=[CH:9][N:8]([C:18]3[CH:19]=[C:20]([CH:23]=[CH:24][CH:25]=3)[CH:21]=O)[C:4]=2[N:5]=[CH:6][N:7]=1.[OH:26][CH:27]1[CH2:30][N:29]([C:31](=[O:35])[CH2:32][C:33]#[N:34])[CH2:28]1.N12CCCN=C1CCCCC2. The catalyst class is: 41. Product: [NH2:1][C:2]1[C:3]2[C:10]([C:11]3[CH:16]=[CH:15][C:14]([Cl:17])=[CH:13][CH:12]=3)=[CH:9][N:8]([C:18]3[CH:19]=[C:20](/[CH:21]=[C:32](/[C:31]([N:29]4[CH2:30][CH:27]([OH:26])[CH2:28]4)=[O:35])\[C:33]#[N:34])[CH:23]=[CH:24][CH:25]=3)[C:4]=2[N:5]=[CH:6][N:7]=1. (3) Reactant: [CH3:1][O:2][C:3]1[N:8]=[C:7]([NH2:9])[C:6]([N+:10]([O-:12])=[O:11])=[CH:5][CH:4]=1.C1C(=O)N([Br:20])C(=O)C1. Product: [Br:20][C:4]1[CH:5]=[C:6]([N+:10]([O-:12])=[O:11])[C:7]([NH2:9])=[N:8][C:3]=1[O:2][CH3:1]. The catalyst class is: 3.